Dataset: Forward reaction prediction with 1.9M reactions from USPTO patents (1976-2016). Task: Predict the product of the given reaction. (1) Given the reactants [NH2:1][C:2]1[S:6][C:5]([NH:7][C:8]2[CH:17]=[CH:16][C:15]3[C:10](=[CH:11][CH:12]=[CH:13][CH:14]=3)[CH:9]=2)=[N:4][C:3]=1[C:18]([O:20][CH2:21][CH3:22])=[O:19].[F:23][C:24]1[CH:32]=[CH:31][C:27]([C:28](Cl)=[O:29])=[CH:26][CH:25]=1, predict the reaction product. The product is: [F:23][C:24]1[CH:32]=[CH:31][C:27]([C:28]([NH:1][C:2]2[S:6][C:5]([NH:7][C:8]3[CH:17]=[CH:16][C:15]4[C:10](=[CH:11][CH:12]=[CH:13][CH:14]=4)[CH:9]=3)=[N:4][C:3]=2[C:18]([O:20][CH2:21][CH3:22])=[O:19])=[O:29])=[CH:26][CH:25]=1. (2) Given the reactants [C:1]([O:5][C:6]([N:8]1[CH2:11][CH:10]([OH:12])[CH2:9]1)=[O:7])([CH3:4])([CH3:3])[CH3:2].CCN(CC)CC.[CH3:20][S:21](Cl)(=[O:23])=[O:22], predict the reaction product. The product is: [C:1]([O:5][C:6]([N:8]1[CH2:11][CH:10]([O:12][S:21]([CH3:20])(=[O:23])=[O:22])[CH2:9]1)=[O:7])([CH3:4])([CH3:2])[CH3:3]. (3) The product is: [NH2:28][C:19]1[C:18]2[N:17]=[C:16]([CH2:29][CH2:30][CH3:31])[N:15]([CH2:14][CH2:13][CH2:12][CH2:11][N:10]([O:9][CH3:8])[C:32](=[O:34])[CH3:33])[C:27]=2[C:26]2[N:25]=[CH:24][CH:23]=[CH:22][C:21]=2[N:20]=1. Given the reactants C(N(CC)CC)C.[CH3:8][O:9][NH:10][CH2:11][CH2:12][CH2:13][CH2:14][N:15]1[C:27]2[C:26]3[N:25]=[CH:24][CH:23]=[CH:22][C:21]=3[N:20]=[C:19]([NH2:28])[C:18]=2[N:17]=[C:16]1[CH2:29][CH2:30][CH3:31].[C:32](OC(=O)C)(=[O:34])[CH3:33], predict the reaction product. (4) Given the reactants [F:1][C:2]1[CH:7]=[CH:6][C:5]([CH:8]([N:37]2[CH2:42][CH2:41][N:40]([CH:43]([CH3:45])[CH3:44])[CH2:39][CH2:38]2)[CH2:9][N:10]2[CH2:15][CH2:14][N:13]([CH2:16][CH2:17][CH2:18][C:19]([C:30]3[CH:35]=[CH:34][C:33]([F:36])=[CH:32][CH:31]=3)([C:23]3[CH:28]=[CH:27][C:26]([F:29])=[CH:25][CH:24]=3)[C:20](=[O:22])[NH2:21])[CH2:12][CH2:11]2)=[CH:4][CH:3]=1.[ClH:46].O1CCOCC1, predict the reaction product. The product is: [ClH:46].[ClH:46].[ClH:46].[ClH:46].[F:1][C:2]1[CH:3]=[CH:4][C:5]([CH:8]([N:37]2[CH2:42][CH2:41][N:40]([CH:43]([CH3:45])[CH3:44])[CH2:39][CH2:38]2)[CH2:9][N:10]2[CH2:11][CH2:12][N:13]([CH2:16][CH2:17][CH2:18][C:19]([C:30]3[CH:35]=[CH:34][C:33]([F:36])=[CH:32][CH:31]=3)([C:23]3[CH:28]=[CH:27][C:26]([F:29])=[CH:25][CH:24]=3)[C:20](=[O:22])[NH2:21])[CH2:14][CH2:15]2)=[CH:6][CH:7]=1. (5) Given the reactants [NH:1]1[C:9]2[C:4](=[CH:5][CH:6]=[CH:7][CH:8]=2)[C:3]([C@H:10]([CH3:30])[C@@H:11]([NH:15][C:16]([N:18]2[CH2:23][CH2:22][CH:21]([C:24]3[CH:29]=[CH:28][CH:27]=[CH:26][CH:25]=3)[CH2:20][CH2:19]2)=[O:17])[C:12]([OH:14])=O)=[CH:2]1.[NH:31]1[C:39]2[C:34](=[CH:35][CH:36]=[C:37]([CH2:40][NH:41]C(=O)C(F)(F)F)[CH:38]=2)[CH2:33][CH2:32]1.F[P-](F)(F)(F)(F)F.N1(OC(N(C)C)=[N+](C)C)C2N=CC=CC=2N=N1.C(N(CC)C(C)C)(C)C.Cl, predict the reaction product. The product is: [NH2:41][CH2:40][C:37]1[CH:38]=[C:39]2[C:34]([CH2:33][CH2:32][N:31]2[C:12]([C@H:11]([NH:15][C:16]([N:18]2[CH2:19][CH2:20][CH:21]([C:24]3[CH:29]=[CH:28][CH:27]=[CH:26][CH:25]=3)[CH2:22][CH2:23]2)=[O:17])[C@H:10]([C:3]2[C:4]3[C:9](=[CH:8][CH:7]=[CH:6][CH:5]=3)[NH:1][CH:2]=2)[CH3:30])=[O:14])=[CH:35][CH:36]=1. (6) Given the reactants [O:1]=[C:2]1[NH:7][C:6]([CH2:8][CH2:9][C:10]([O:12][C:13]([CH3:16])([CH3:15])[CH3:14])=[O:11])=[N:5][C:4]2[N:17]=[CH:18][CH:19]=[CH:20][C:3]1=2, predict the reaction product. The product is: [O:1]=[C:2]1[NH:7][C:6]([CH2:8][CH2:9][C:10]([O:12][C:13]([CH3:16])([CH3:15])[CH3:14])=[O:11])=[N:5][C:4]2[NH:17][CH2:18][CH2:19][CH2:20][C:3]1=2.